Dataset: Full USPTO retrosynthesis dataset with 1.9M reactions from patents (1976-2016). Task: Predict the reactants needed to synthesize the given product. (1) Given the product [CH2:23]([O:14][C:13]1[CH:12]=[CH:11][C:5]([C:6]([O:8][CH2:9][CH3:10])=[O:7])=[CH:4][C:3]=1[CH:1]=[O:2])[CH:22]=[CH2:21], predict the reactants needed to synthesize it. The reactants are: [CH:1]([C:3]1[CH:4]=[C:5]([CH:11]=[CH:12][C:13]=1[OH:14])[C:6]([O:8][CH2:9][CH3:10])=[O:7])=[O:2].C([O-])([O-])=O.[K+].[K+].[CH2:21](Br)[CH:22]=[CH2:23]. (2) The reactants are: [Br:1][C:2]1[CH:3]=[C:4]([C@H:9]([NH:24][S@@](C(C)(C)C)=O)[CH2:10][NH:11][S:12]([C:15]2[CH:20]=[CH:19][CH:18]=[CH:17][C:16]=2[N+:21]([O-:23])=[O:22])(=[O:14])=[O:13])[CH:5]=[C:6]([F:8])[CH:7]=1.Cl.C([O-])([O-])=O.[Na+].[Na+]. Given the product [NH2:24][C@@H:9]([C:4]1[CH:5]=[C:6]([F:8])[CH:7]=[C:2]([Br:1])[CH:3]=1)[CH2:10][NH:11][S:12]([C:15]1[CH:20]=[CH:19][CH:18]=[CH:17][C:16]=1[N+:21]([O-:23])=[O:22])(=[O:14])=[O:13], predict the reactants needed to synthesize it. (3) Given the product [C:19]1([CH2:18][CH2:17][C:9]2[N:4]3[CH:5]=[CH:6][CH:7]=[CH:8][C:3]3=[N:2][C:10]=2[C:11]([O:13][CH2:14][CH3:15])=[O:12])[CH:24]=[CH:23][CH:22]=[CH:21][CH:20]=1, predict the reactants needed to synthesize it. The reactants are: [Br-].[NH2:2][C:3]1[CH:8]=[CH:7][CH:6]=[CH:5][N+:4]=1[CH:9]([CH2:17][CH2:18][C:19]1[CH:24]=[CH:23][CH:22]=[CH:21][CH:20]=1)[C:10](=O)[C:11]([O:13][CH2:14][CH3:15])=[O:12].